This data is from Forward reaction prediction with 1.9M reactions from USPTO patents (1976-2016). The task is: Predict the product of the given reaction. (1) Given the reactants [CH2:1]([NH:3][C:4]1[N:5]=[CH:6][C:7]2[C:16](=[O:17])[N:15]([CH2:18][CH:19]3[CH2:24][CH2:23][NH:22][CH2:21][CH2:20]3)[CH2:14][C@H:13]3[N:9]([CH2:10][CH2:11][CH2:12]3)[C:8]=2[N:25]=1)[CH3:2].Br[C:27]1[CH:28]=[N:29][CH:30]=[N:31][CH:32]=1.C1(P(C2CCCCC2)C2C=CC=CC=2C2C=CC=CC=2N(C)C)CCCCC1.CC(C)([O-])C.[Na+], predict the reaction product. The product is: [CH2:1]([NH:3][C:4]1[N:5]=[CH:6][C:7]2[C:16](=[O:17])[N:15]([CH2:18][CH:19]3[CH2:20][CH2:21][N:22]([C:27]4[CH:28]=[N:29][CH:30]=[N:31][CH:32]=4)[CH2:23][CH2:24]3)[CH2:14][C@H:13]3[N:9]([CH2:10][CH2:11][CH2:12]3)[C:8]=2[N:25]=1)[CH3:2]. (2) Given the reactants [CH3:1][O:2][C:3]1[CH:8]=[CH:7][C:6]([C:9](=[O:16])[CH2:10][CH2:11][C:12]([O:14][CH3:15])=[O:13])=[CH:5][CH:4]=1.[CH2:17](O)[CH2:18][OH:19].CC1C=CC(S(O)(=O)=O)=CC=1, predict the reaction product. The product is: [CH3:1][O:2][C:3]1[CH:4]=[CH:5][C:6]([C:9]2([CH2:10][CH2:11][C:12]([O:14][CH3:15])=[O:13])[O:19][CH2:18][CH2:17][O:16]2)=[CH:7][CH:8]=1.